Dataset: Full USPTO retrosynthesis dataset with 1.9M reactions from patents (1976-2016). Task: Predict the reactants needed to synthesize the given product. (1) Given the product [NH2:1][C:2]1[N:3]([C:14]([O:16][C:17]([CH3:20])([CH3:19])[CH3:18])=[O:15])[CH:4]=[C:5]([CH2:7][CH2:8][CH2:9][CH2:10][CH2:11][C:12]2[N:23]=[N:22][N:21]([CH2:24][CH2:25][NH:26][C:27](=[O:37])/[C:28](/[CH3:36])=[CH:29]/[C:30]3[CH:35]=[CH:34][CH:33]=[CH:32][CH:31]=3)[CH:13]=2)[N:6]=1, predict the reactants needed to synthesize it. The reactants are: [NH2:1][C:2]1[N:3]([C:14]([O:16][C:17]([CH3:20])([CH3:19])[CH3:18])=[O:15])[CH:4]=[C:5]([CH2:7][CH2:8][CH2:9][CH2:10][CH2:11][C:12]#[CH:13])[N:6]=1.[N:21]([CH2:24][CH2:25][NH:26][C:27](=[O:37])/[C:28](/[CH3:36])=[CH:29]/[C:30]1[CH:35]=[CH:34][CH:33]=[CH:32][CH:31]=1)=[N+:22]=[N-:23]. (2) Given the product [CH3:20][C:17]1[CH:16]=[CH:15][C:14]([S:11]([NH:10][CH2:9][CH2:8][C:3]2[CH:4]=[CH:5][CH:6]=[CH:7][C:2]=2[O:1][CH2:28][CH2:27][N:21]2[CH2:26][CH2:25][CH2:24][CH2:23][CH2:22]2)(=[O:13])=[O:12])=[CH:19][CH:18]=1, predict the reactants needed to synthesize it. The reactants are: [OH:1][C:2]1[CH:7]=[CH:6][CH:5]=[CH:4][C:3]=1[CH2:8][CH2:9][NH:10][S:11]([C:14]1[CH:19]=[CH:18][C:17]([CH3:20])=[CH:16][CH:15]=1)(=[O:13])=[O:12].[N:21]1([CH2:27][CH2:28]O)[CH2:26][CH2:25][CH2:24][CH2:23][CH2:22]1.FC1C=CC(OC2C=CC(S(N3CCC4C(=CC=C(OCCCN5CCN(C)CC5)C=4)C3C(OC)=O)(=O)=O)=CC=2)=CC=1. (3) Given the product [CH3:5][CH2:4][N:3]([CH2:6][C:7]([NH:9][C:10]1[C:15]([CH3:16])=[CH:14][CH:13]=[CH:12][C:11]=1[CH3:17])=[O:8])[CH2:2][CH3:1], predict the reactants needed to synthesize it. The reactants are: [CH3:1][CH2:2][N:3]([CH2:6][C:7]([NH:9][C:10]1[C:11]([CH3:17])=[CH:12][CH:13]=[CH:14][C:15]=1[CH3:16])=[O:8])[CH2:4][CH3:5].Cl.[OH-].[Na+]. (4) Given the product [CH3:38][O:39][CH2:40][C:41]([N:19]1[CH2:20][CH2:21][C:15]2[N:14]=[C:13]([C:11]3[S:12][C:8]4[C:7]([N:23]5[CH2:24][CH2:25][O:26][CH2:27][CH2:28]5)=[CH:6][CH:5]=[C:4]([O:3][CH3:2])[C:9]=4[N:10]=3)[NH:22][C:16]=2[CH2:17][CH2:18]1)=[O:42], predict the reactants needed to synthesize it. The reactants are: Cl.[CH3:2][O:3][C:4]1[C:9]2[N:10]=[C:11]([C:13]3[NH:22][C:16]4[CH2:17][CH2:18][NH:19][CH2:20][CH2:21][C:15]=4[N:14]=3)[S:12][C:8]=2[C:7]([N:23]2[CH2:28][CH2:27][O:26][CH2:25][CH2:24]2)=[CH:6][CH:5]=1.C(N(C(C)C)C(C)C)C.[CH3:38][O:39][CH2:40][C:41](Cl)=[O:42]. (5) Given the product [C:23]([C:27]1[N:28]=[C:29]([N:36]2[CH2:40][C:39]([F:41])([F:42])[C:38]([F:43])([F:44])[CH2:37]2)[C:30]2[N:35]=[N:34][N:33]([CH2:46][C:47]3[O:48][C:49]([CH3:52])=[N:50][N:51]=3)[C:31]=2[N:32]=1)([CH3:26])([CH3:24])[CH3:25], predict the reactants needed to synthesize it. The reactants are: C(C1N=C(N2CCC(F)(F)C2)C2N=NN(CC)C=2N=1)(C)(C)C.[C:23]([C:27]1[N:28]=[C:29]([N:36]2[CH2:40][C:39]([F:42])([F:41])[C:38]([F:44])([F:43])[CH2:37]2)[C:30]2[N:35]=[N:34][NH:33][C:31]=2[N:32]=1)([CH3:26])([CH3:25])[CH3:24].Cl[CH2:46][C:47]1[O:48][C:49]([CH3:52])=[N:50][N:51]=1. (6) The reactants are: Cl[CH2:2][C:3]1[CH:4]=[C:5]([CH:9]=[CH:10][CH:11]=1)[C:6]([O-:8])=[O:7].[C:12](=O)([O-])[O-:13].[K+].[K+]. Given the product [CH3:12][O:13][CH2:2][C:3]1[CH:4]=[C:5]([CH:9]=[CH:10][CH:11]=1)[C:6]([OH:8])=[O:7], predict the reactants needed to synthesize it. (7) Given the product [F:15][C:6]1[C:5]2[O:4][CH2:3][CH:2]([NH:1][CH2:28][CH2:27][CH2:26][C:21]3[C:20]4[C:24](=[CH:25][C:17]([F:16])=[CH:18][CH:19]=4)[NH:23][CH:22]=3)[CH2:11][C:10]=2[C:9]([C:12]([NH2:14])=[O:13])=[CH:8][CH:7]=1, predict the reactants needed to synthesize it. The reactants are: [NH2:1][CH:2]1[CH2:11][C:10]2[C:9]([C:12]([NH2:14])=[O:13])=[CH:8][CH:7]=[C:6]([F:15])[C:5]=2[O:4][CH2:3]1.[F:16][C:17]1[CH:25]=[C:24]2[C:20]([C:21]([CH2:26][CH2:27][CH:28]=O)=[CH:22][NH:23]2)=[CH:19][CH:18]=1.C(O)(=O)C.C([BH3-])#N.[Na+]. (8) Given the product [Cl:30][C:27]1[CH:26]=[CH:25][C:24]([N:16]2[C:15]([NH:5][CH:1]3[CH2:2][CH2:3][CH2:4]3)=[C:23]3[C:18]([CH:19]=[CH:20][CH:21]=[CH:22]3)=[N:17]2)=[CH:29][CH:28]=1, predict the reactants needed to synthesize it. The reactants are: [CH2:1]([N:5]([C:15]1[N:16]([C:24]2[CH:29]=[CH:28][C:27]([Cl:30])=[CH:26][CH:25]=2)[N:17]=[C:18]2[C:23]=1[CH:22]=[CH:21][CH:20]=[CH:19]2)C(NC1CCCCC1)=O)[CH2:2][CH2:3][CH3:4].C1(N)CCC1. (9) Given the product [CH3:55][C:53]1([CH3:54])[O:1][C@H:2]([C:3]([N:5]2[CH2:10][CH2:9][C:8]([C:11]3[C:12]([F:32])=[CH:13][C:14]([N:18]4[CH2:22][C@H:21]([CH2:23][N:42]([C:43]5[N:44]=[N:45][CH:46]=[CH:47][CH:48]=5)[C:40]([O:39][C:35]([CH3:38])([CH3:36])[CH3:37])=[O:41])[O:20][C:19]4=[O:31])=[CH:15][C:16]=3[F:17])=[CH:7][CH2:6]2)=[O:4])[CH2:33][O:34]1, predict the reactants needed to synthesize it. The reactants are: [OH:1][C@@H:2]([CH2:33][OH:34])[C:3]([N:5]1[CH2:10][CH2:9][C:8]([C:11]2[C:16]([F:17])=[CH:15][C:14]([N:18]3[CH2:22][C@H:21]([CH2:23]NC4C=NC=CN=4)[O:20][C:19]3=[O:31])=[CH:13][C:12]=2[F:32])=[CH:7][CH2:6]1)=[O:4].[C:35]([O:39][C:40]([NH:42][C:43]1[N:44]=[N:45][CH:46]=[CH:47][CH:48]=1)=[O:41])([CH3:38])([CH3:37])[CH3:36].N1[CH:54]=[CH:53]N=CC=1.[C:55](OCC)(=O)C.